From a dataset of Forward reaction prediction with 1.9M reactions from USPTO patents (1976-2016). Predict the product of the given reaction. (1) Given the reactants [Br:1][C:2]1[CH:7]=[CH:6][C:5]([O:8][CH2:9][C:10]2[C:15]([F:16])=[CH:14][CH:13]=[CH:12][N:11]=2)=[CH:4][C:3]=1[N:17]1[CH2:26][C:25]2[C:20](=[CH:21][CH:22]=[CH:23][CH:24]=2)[NH:19][C:18]1=[O:27].[H-].[Na+].[CH3:30][O:31][C:32]1[CH:39]=[CH:38][C:35]([CH2:36]Cl)=[CH:34][CH:33]=1.O, predict the reaction product. The product is: [Br:1][C:2]1[CH:7]=[CH:6][C:5]([O:8][CH2:9][C:10]2[C:15]([F:16])=[CH:14][CH:13]=[CH:12][N:11]=2)=[CH:4][C:3]=1[N:17]1[CH2:26][C:25]2[C:20](=[CH:21][CH:22]=[CH:23][CH:24]=2)[N:19]([CH2:36][C:35]2[CH:38]=[CH:39][C:32]([O:31][CH3:30])=[CH:33][CH:34]=2)[C:18]1=[O:27]. (2) Given the reactants [CH3:1][C:2]1[S:3][CH:4]=[C:5]([CH:7]=O)[N:6]=1.[CH3:9][O:10][CH2:11][CH2:12][NH2:13].[C:14]1(=[O:25])[O:20][C:18](=O)[C:17]2=[CH:21][CH:22]=[CH:23][CH:24]=[C:16]2[CH2:15]1.[CH3:26][O:27][C:28]1[CH:29]=[C:30]([CH:32]=[CH:33][CH:34]=1)[NH2:31], predict the reaction product. The product is: [CH3:9][O:10][CH2:11][CH2:12][N:13]1[CH:7]([C:5]2[N:6]=[C:2]([CH3:1])[S:3][CH:4]=2)[CH:15]([C:14]([NH:31][C:30]2[CH:32]=[CH:33][CH:34]=[C:28]([O:27][CH3:26])[CH:29]=2)=[O:25])[C:16]2[C:17](=[CH:21][CH:22]=[CH:23][CH:24]=2)[C:18]1=[O:20]. (3) Given the reactants [Cl:1][C:2]1[CH:3]=[CH:4][C:5]([S:12]([CH3:15])(=[O:14])=[O:13])=[C:6]([CH:11]=1)[C:7](OC)=[O:8].[BH4-].[Li+], predict the reaction product. The product is: [Cl:1][C:2]1[CH:3]=[CH:4][C:5]([S:12]([CH3:15])(=[O:14])=[O:13])=[C:6]([CH2:7][OH:8])[CH:11]=1. (4) The product is: [CH2:28]([O:27][C:25]([NH:19][C@@H:6]1[C@@H:7]2[CH:13]=[CH:12][C@@H:11]([C@@H:10]3[C@H:8]2[CH2:9]3)[C@@H:5]1[C:3]([O:2][CH3:1])=[O:4])=[O:26])[C:29]1[CH:38]=[CH:37][CH:36]=[CH:35][CH:34]=1.[CH3:10][CH2:9][CH2:8][CH2:7][CH2:6][CH:5]([C:3]([O-:4])=[O:2])[CH2:11][CH:12]=[CH2:13]. Given the reactants [CH3:1][O:2][C:3]([CH:5]1[CH:11]2[CH:12]=[CH:13][CH:7]([CH:8]3[CH:10]2[CH2:9]3)[CH:6]1C(O)=O)=[O:4].C([N:19](CC)CC)C.Cl[C:25]([O:27][CH2:28][CH3:29])=[O:26].[N-]=[N+]=[N-].[Na+].[CH2:34](O)[C:35]1C=C[CH:38]=[CH:37][CH:36]=1, predict the reaction product. (5) Given the reactants [Li+].CC([N-]C(C)C)C.[CH3:9][O:10][C:11](=[O:16])/[CH:12]=[CH:13]/[O:14][CH3:15].[C:17]1([CH2:23]C=O)[CH:22]=[CH:21][CH:20]=[CH:19][CH:18]=1.Cl, predict the reaction product. The product is: [CH2:23]([CH:9]1[O:10][C:11](=[O:16])[CH:12]=[C:13]1[O:14][CH3:15])[C:17]1[CH:22]=[CH:21][CH:20]=[CH:19][CH:18]=1. (6) Given the reactants [NH:1]1CC[CH2:6][CH:2]1[C:3](O)=O.C(=O)([O-])[O-].[K+].[K+].I[C:16]1[CH:17]=[C:18]([C:22]2[N:23]=[C:24]3[C:30]([C:31](=[O:36])[C:32]([CH3:35])([CH3:34])[CH3:33])=[CH:29][NH:28][C:25]3=[N:26][CH:27]=2)[CH:19]=[CH:20][CH:21]=1.C(N)(C)C, predict the reaction product. The product is: [CH:2]([NH:1][C:16]1[CH:17]=[C:18]([C:22]2[N:23]=[C:24]3[C:30]([C:31](=[O:36])[C:32]([CH3:35])([CH3:34])[CH3:33])=[CH:29][NH:28][C:25]3=[N:26][CH:27]=2)[CH:19]=[CH:20][CH:21]=1)([CH3:6])[CH3:3]. (7) Given the reactants C(OC([N:11]1[CH2:17][CH2:16][CH2:15][CH2:14][C:13]2[CH:18]=[C:19]([N:22]3[CH2:26][CH:25]([CH2:27][NH:28][C:29](=[O:31])[CH3:30])[O:24][C:23]3=[O:32])[CH:20]=[CH:21][C:12]1=2)=O)C1C=CC=CC=1, predict the reaction product. The product is: [O:32]=[C:23]1[N:22]([C:19]2[CH:20]=[CH:21][C:12]3[NH:11][CH2:17][CH2:16][CH2:15][CH2:14][C:13]=3[CH:18]=2)[CH2:26][CH:25]([CH2:27][NH:28][C:29](=[O:31])[CH3:30])[O:24]1. (8) Given the reactants [Cl:1][C:2]1[CH:3]=[N:4][CH:5]=[C:6]([Cl:20])[C:7]=1[S:8][C:9]1[S:13][C:12]([C:14]([OH:16])=O)=[CH:11][C:10]=1[N+:17]([O-:19])=[O:18].[N:21]1([CH2:27][CH2:28][OH:29])[CH2:26][CH2:25][NH:24][CH2:23][CH2:22]1, predict the reaction product. The product is: [Cl:20][C:6]1[CH:5]=[N:4][CH:3]=[C:2]([Cl:1])[C:7]=1[S:8][C:9]1[S:13][C:12]([C:14]([N:24]2[CH2:25][CH2:26][N:21]([CH2:27][CH2:28][OH:29])[CH2:22][CH2:23]2)=[O:16])=[CH:11][C:10]=1[N+:17]([O-:19])=[O:18]. (9) Given the reactants [OH:1][CH2:2][C:3]1[CH:8]=[CH:7][C:6]([CH2:9][CH:10]([NH:12][C:13]2[N:18]=[C:17]([N:19]3[CH2:24][CH2:23][C:22](=[O:25])[N:21]4[CH2:26][CH:27]=[C:28]([C:30]5[CH:35]=[CH:34][CH:33]=[CH:32][CH:31]=5)[N:29]=[C:20]34)[CH:16]=[CH:15][N:14]=2)[CH3:11])=[CH:5][CH:4]=1, predict the reaction product. The product is: [O:25]=[C:22]1[N:21]2[CH2:26][CH:27]=[C:28]([C:30]3[CH:31]=[CH:32][CH:33]=[CH:34][CH:35]=3)[N:29]=[C:20]2[N:19]([C:17]2[CH:16]=[CH:15][N:14]=[C:13]([NH:12][CH:10]([CH3:11])[CH2:9][C:6]3[CH:7]=[CH:8][C:3]([CH:2]=[O:1])=[CH:4][CH:5]=3)[N:18]=2)[CH2:24][CH2:23]1. (10) Given the reactants [CH2:1]([O:8][CH2:9][C:10]([NH:12][CH2:13][C:14]([C:16]1[C:17]([C:22]2[CH:27]=[CH:26][CH:25]=[CH:24][CH:23]=2)=[N:18][O:19][C:20]=1[CH3:21])=O)=O)[C:2]1[CH:7]=[CH:6][CH:5]=[CH:4][CH:3]=1.C([O-])(=O)C.[NH4+:32], predict the reaction product. The product is: [CH2:1]([O:8][CH2:9][C:10]1[NH:12][CH:13]=[C:14]([C:16]2[C:17]([C:22]3[CH:27]=[CH:26][CH:25]=[CH:24][CH:23]=3)=[N:18][O:19][C:20]=2[CH3:21])[N:32]=1)[C:2]1[CH:7]=[CH:6][CH:5]=[CH:4][CH:3]=1.